This data is from Catalyst prediction with 721,799 reactions and 888 catalyst types from USPTO. The task is: Predict which catalyst facilitates the given reaction. Reactant: [Cl:1][C:2]1[CH:7]=[CH:6][C:5]([S:8][C:9]2[O:13][C:12]([CH:14]3[CH2:19][CH2:18][O:17][CH2:16][CH2:15]3)=[N:11][C:10]=2[C:20]([OH:22])=[O:21])=[CH:4][CH:3]=1.[Si](C=[N+]=[N-])(C)(C)[CH3:24]. Product: [Cl:1][C:2]1[CH:3]=[CH:4][C:5]([S:8][C:9]2[O:13][C:12]([CH:14]3[CH2:19][CH2:18][O:17][CH2:16][CH2:15]3)=[N:11][C:10]=2[C:20]([O:22][CH3:24])=[O:21])=[CH:6][CH:7]=1. The catalyst class is: 5.